Predict the product of the given reaction. From a dataset of Forward reaction prediction with 1.9M reactions from USPTO patents (1976-2016). (1) Given the reactants [N:1]1([CH:6]2[CH2:11][CH2:10][N:9]([C:12]3[CH:17]=[CH:16][C:15]([N:18]4[CH2:22][C@H:21]([CH2:23][NH:24][C:25](=O)[CH3:26])[O:20][C:19]4=[O:28])=[CH:14][C:13]=3[F:29])[CH2:8][CH2:7]2)[CH:5]=[CH:4][N:3]=[N:2]1.COC1C=CC(P2(SP(C3C=CC(OC)=CC=3)(=S)S2)=[S:39])=CC=1, predict the reaction product. The product is: [N:1]1([CH:6]2[CH2:11][CH2:10][N:9]([C:12]3[CH:17]=[CH:16][C:15]([N:18]4[CH2:22][C@H:21]([CH2:23][NH:24][C:25](=[S:39])[CH3:26])[O:20][C:19]4=[O:28])=[CH:14][C:13]=3[F:29])[CH2:8][CH2:7]2)[CH:5]=[CH:4][N:3]=[N:2]1. (2) Given the reactants Br[CH:2]([C:14]1[CH:19]=[CH:18][CH:17]=[CH:16][CH:15]=1)[C:3]([C:5]1[C:13]2[C:8](=[CH:9][CH:10]=[CH:11][CH:12]=2)[NH:7][CH:6]=1)=[O:4].[NH2:20][C:21]1[CH:22]=[C:23]([CH:33]=[C:34]([O:36][CH3:37])[CH:35]=1)[O:24][CH2:25][CH2:26][CH2:27][C:28]([O:30][CH2:31][CH3:32])=[O:29].C(N(CC)CC)C, predict the reaction product. The product is: [NH:7]1[C:8]2[C:13](=[CH:12][CH:11]=[CH:10][CH:9]=2)[C:5]([C:3](=[O:4])[CH:2]([NH:20][C:21]2[CH:22]=[C:23]([CH:33]=[C:34]([O:36][CH3:37])[CH:35]=2)[O:24][CH2:25][CH2:26][CH2:27][C:28]([O:30][CH2:31][CH3:32])=[O:29])[C:14]2[CH:19]=[CH:18][CH:17]=[CH:16][CH:15]=2)=[CH:6]1. (3) Given the reactants CCN(C(C)C)C(C)C.[C:10]1([N:16]2[CH:20]=[C:19]([C:21]([NH:23][CH2:24][C:25]([OH:27])=O)=[O:22])[N:18]=[CH:17]2)[CH:15]=[CH:14][CH:13]=[CH:12][CH:11]=1.C1(N2C=C(C(O)=O)N=C2)C=CC=CC=1.C1C=CC2N(O)N=NC=2C=1.CCN=C=NCCCN(C)C.Cl.[Cl:64][C:65]1[CH:77]=[CH:76][CH:75]=[CH:74][C:66]=1[O:67][CH:68]1[CH2:73][CH2:72][NH:71][CH2:70][CH2:69]1, predict the reaction product. The product is: [Cl:64][C:65]1[CH:77]=[CH:76][CH:75]=[CH:74][C:66]=1[O:67][CH:68]1[CH2:73][CH2:72][N:71]([C:25](=[O:27])[CH2:24][NH:23][C:21]([C:19]2[N:18]=[CH:17][N:16]([C:10]3[CH:11]=[CH:12][CH:13]=[CH:14][CH:15]=3)[CH:20]=2)=[O:22])[CH2:70][CH2:69]1. (4) Given the reactants [OH:1][C@@H:2]1[CH2:6][N:5](C(OC(C)(C)C)=O)[C@H:4]([C:14]([O:16]C)=O)[CH2:3]1.F[C@H]1CN(C(OC(C)(C)C)=O)[C@H](C(=O)[NH:32][C:33]2[CH:38]=[N:37][CH:36]=[CH:35][N:34]=2)C1.F[C@H]1CN[C@H](C(NC2C=NC=CN=2)=O)C1, predict the reaction product. The product is: [OH:1][C@@H:2]1[CH2:6][NH:5][C@H:4]([C:14]([NH:32][C:33]2[CH:38]=[N:37][CH:36]=[CH:35][N:34]=2)=[O:16])[CH2:3]1. (5) Given the reactants S(=O)(=O)(O)O.[CH3:6][O:7][C:8]([C:10]1[S:14][C:13]([CH2:15][CH:16](O)[C:17]2[C:18]([C:23]3[CH:28]=[CH:27][CH:26]=[CH:25][CH:24]=3)=[N:19][O:20][C:21]=2[CH3:22])=[N:12][C:11]=1[CH3:30])=[O:9], predict the reaction product. The product is: [CH3:6][O:7][C:8]([C:10]1[S:14][C:13](/[CH:15]=[CH:16]/[C:17]2[C:18]([C:23]3[CH:28]=[CH:27][CH:26]=[CH:25][CH:24]=3)=[N:19][O:20][C:21]=2[CH3:22])=[N:12][C:11]=1[CH3:30])=[O:9]. (6) Given the reactants [O:1]([C:8]1[CH:9]=[C:10]([NH:14][CH2:15][C:16]2[CH:21]=[CH:20][CH:19]=[C:18]([O:22][C:23]([CH3:26])([CH3:25])[CH3:24])[CH:17]=2)[CH:11]=[CH:12][CH:13]=1)[C:2]1[CH:7]=[CH:6][CH:5]=[CH:4][CH:3]=1.[F:27][C:28]([F:33])([F:32])[CH:29]1[O:31][CH2:30]1, predict the reaction product. The product is: [O:1]([C:8]1[CH:9]=[C:10]([N:14]([CH2:15][C:16]2[CH:21]=[CH:20][CH:19]=[C:18]([O:22][C:23]([CH3:26])([CH3:25])[CH3:24])[CH:17]=2)[CH2:30][CH:29]([OH:31])[C:28]([F:33])([F:32])[F:27])[CH:11]=[CH:12][CH:13]=1)[C:2]1[CH:3]=[CH:4][CH:5]=[CH:6][CH:7]=1. (7) Given the reactants [NH2:1][C:2]1[CH:10]=[C:9]([O:11][CH3:12])[C:8]([O:13][CH3:14])=[CH:7][C:3]=1[C:4]([OH:6])=[O:5].Cl[C:16](Cl)([O:18]C(=O)OC(Cl)(Cl)Cl)Cl, predict the reaction product. The product is: [CH3:14][O:13][C:8]1[C:9]([O:11][CH3:12])=[CH:10][C:2]2[NH:1][C:16](=[O:18])[O:5][C:4](=[O:6])[C:3]=2[CH:7]=1.